Task: Regression. Given two drug SMILES strings and cell line genomic features, predict the synergy score measuring deviation from expected non-interaction effect.. Dataset: NCI-60 drug combinations with 297,098 pairs across 59 cell lines Drug 1: C(=O)(N)NO. Drug 2: CN(C(=O)NC(C=O)C(C(C(CO)O)O)O)N=O. Cell line: CAKI-1. Synergy scores: CSS=1.30, Synergy_ZIP=-1.31, Synergy_Bliss=-4.01, Synergy_Loewe=-4.37, Synergy_HSA=-3.49.